This data is from Full USPTO retrosynthesis dataset with 1.9M reactions from patents (1976-2016). The task is: Predict the reactants needed to synthesize the given product. (1) Given the product [CH3:41][O:42][CH:2]([O:45][CH3:44])[C:3]1[CH:30]=[CH:29][C:6]([C:7]([N:9]([C@H:22]([CH2:27][CH3:28])[C:23]([CH3:26])([CH3:25])[CH3:24])[NH:10][C:11](=[O:21])[C:12]2[CH:17]=[CH:16][CH:15]=[C:14]([O:18][CH3:19])[C:13]=2[CH3:20])=[O:8])=[CH:5][C:4]=1[B:31]1[O:35][C:34]([CH3:37])([CH3:36])[C:33]([CH3:39])([CH3:38])[O:32]1, predict the reactants needed to synthesize it. The reactants are: Br[CH:2](Br)[C:3]1[CH:30]=[CH:29][C:6]([C:7]([N:9]([C@H:22]([CH2:27][CH3:28])[C:23]([CH3:26])([CH3:25])[CH3:24])[NH:10][C:11](=[O:21])[C:12]2[CH:17]=[CH:16][CH:15]=[C:14]([O:18][CH3:19])[C:13]=2[CH3:20])=[O:8])=[CH:5][C:4]=1[B:31]1[O:35][C:34]([CH3:37])([CH3:36])[C:33]([CH3:39])([CH3:38])[O:32]1.[CH3:41][O-:42].[Na+].[CH3:44][OH:45]. (2) Given the product [C:8]([C:7]1[C:6]([CH3:10])=[C:5]([CH3:11])[CH:4]=[CH:3][C:2]=1[NH:1][C:21]([NH:20][C:12](=[O:19])[C:13]1[CH:14]=[CH:15][CH:16]=[CH:17][CH:18]=1)=[O:22])#[N:9], predict the reactants needed to synthesize it. The reactants are: [NH2:1][C:2]1[C:7]([C:8]#[N:9])=[C:6]([CH3:10])[C:5]([CH3:11])=[CH:4][CH:3]=1.[C:12]([N:20]=[C:21]=[O:22])(=[O:19])[C:13]1[CH:18]=[CH:17][CH:16]=[CH:15][CH:14]=1. (3) The reactants are: ClC1[C:14]2[N:13]3[C:8]([CH:9]=[CH:10][CH:11]=[CH:12]3)=[C:7]([C:15]3[C:20]([CH3:21])=[CH:19][C:18]([CH3:22])=[CH:17][C:16]=3[CH3:23])[C:6]=2N=C(C)C=1.[CH2:25]([NH:28][CH2:29][CH2:30][CH3:31])[CH2:26][CH3:27]. Given the product [CH2:25]([N:28]([N:13]1[C:10]2[CH:11]=[CH:12][N:13]3[C:8]([C:9]=2[CH:6]=[C:7]([CH3:15])[CH2:8]1)=[C:7]([C:15]1[C:16]([CH3:23])=[CH:17][C:18]([CH3:22])=[CH:19][C:20]=1[CH3:21])[CH:6]=[CH:14]3)[CH2:29][CH2:30][CH3:31])[CH2:26][CH3:27], predict the reactants needed to synthesize it. (4) Given the product [CH3:14][O:13][C:1](=[O:12])[CH2:2][CH2:3][CH2:4][CH2:5][CH2:6][CH2:7][CH2:8][C:9](=[O:11])[NH:52][C:47]1[CH:48]=[CH:49][CH:50]=[CH:51][C:46]=1[S:43](=[O:44])(=[O:45])[NH:42][C:40]([C@@:35]1([NH:34][C:33]([O:32][C:28]([CH3:30])([CH3:29])[CH3:31])=[O:53])[CH2:37][C@H:36]1[CH:38]=[CH2:39])=[O:41], predict the reactants needed to synthesize it. The reactants are: [C:1]([O:13][CH3:14])(=[O:12])[CH2:2][CH2:3][CH2:4][CH2:5][CH2:6][CH2:7][CH2:8][C:9]([O-:11])=O.N1C2C=CC=CC=2N=N1.S(Cl)(Cl)=O.[C:28]([O:32][C:33](=[O:53])[NH:34][C@:35]1([C:40]([NH:42][S:43]([C:46]2[CH:51]=[CH:50][CH:49]=[CH:48][C:47]=2[NH2:52])(=[O:45])=[O:44])=[O:41])[CH2:37][C@H:36]1[CH:38]=[CH2:39])([CH3:31])([CH3:30])[CH3:29].CCN(CC)CC. (5) The reactants are: [Br:1][C:2]1[CH:3]=[C:4]2[C:9](=[CH:10][CH:11]=1)[NH:8][CH2:7][CH:6]([NH:12][S:13]([C:16]1[CH:21]=[CH:20][CH:19]=[CH:18][CH:17]=1)(=[O:15])=[O:14])[CH2:5]2.[C:22]1([S:28](Cl)(=[O:30])=[O:29])[CH:27]=[CH:26][CH:25]=[CH:24][CH:23]=1. Given the product [C:22]1([S:28]([N:8]2[C:9]3[C:4](=[CH:3][C:2]([Br:1])=[CH:11][CH:10]=3)[CH2:5][CH:6]([NH:12][S:13]([C:16]3[CH:17]=[CH:18][CH:19]=[CH:20][CH:21]=3)(=[O:14])=[O:15])[CH2:7]2)(=[O:30])=[O:29])[CH:27]=[CH:26][CH:25]=[CH:24][CH:23]=1, predict the reactants needed to synthesize it. (6) Given the product [C:11]1([CH:5]2[CH2:4][CH2:3][CH2:1][NH:2][C:6]2=[O:7])[CH:16]=[CH:15][CH:14]=[CH:13][CH:12]=1, predict the reactants needed to synthesize it. The reactants are: [C:1]([CH2:3][CH2:4][CH:5]([C:11]1[CH:16]=[CH:15][CH:14]=[CH:13][CH:12]=1)[C:6](OCC)=[O:7])#[N:2].